This data is from Reaction yield outcomes from USPTO patents with 853,638 reactions. The task is: Predict the reaction yield, written as a fraction of the theoretical maximum amount of product (1.0 means a 100% yield; for example, 0.34 means a 34% yield). (1) The reactants are C[O:2][C:3](=O)[CH:4]([CH:21]1[CH2:26][CH2:25][CH2:24][CH2:23][CH2:22]1)[C:5]([C:7]1[CH:12]=[CH:11][C:10]([O:13][CH2:14][C:15]2[CH:20]=[CH:19][CH:18]=[CH:17][CH:16]=2)=[CH:9][CH:8]=1)=O.[NH2:28][C:29]1[NH:33][N:32]=[C:31]([C:34]([NH2:36])=[O:35])[CH:30]=1.O.C1(C)C=CC(S(O)(=O)=O)=CC=1. The catalyst is C1(C)C=CC=CC=1. The product is [CH2:14]([O:13][C:10]1[CH:9]=[CH:8][C:7]([C:5]2[NH:28][C:29]3[N:33]([N:32]=[C:31]([C:34]([NH2:36])=[O:35])[CH:30]=3)[C:3](=[O:2])[C:4]=2[CH:21]2[CH2:26][CH2:25][CH2:24][CH2:23][CH2:22]2)=[CH:12][CH:11]=1)[C:15]1[CH:16]=[CH:17][CH:18]=[CH:19][CH:20]=1. The yield is 0.0200. (2) The reactants are [Cl:1][C:2]1[CH:3]=[C:4]2[CH:10]=[CH:9][NH:8][C:5]2=[N:6][CH:7]=1.C1N2CN3CN(C2)CN1C3.C[C:22](O)=[O:23]. The catalyst is O. The product is [Cl:1][C:2]1[CH:3]=[C:4]2[C:10]([CH:22]=[O:23])=[CH:9][NH:8][C:5]2=[N:6][CH:7]=1. The yield is 0.530.